This data is from Full USPTO retrosynthesis dataset with 1.9M reactions from patents (1976-2016). The task is: Predict the reactants needed to synthesize the given product. (1) Given the product [F:1][C:2]([F:13])([F:12])[C:3]1[CH:8]=[C:7]([F:9])[CH:6]=[C:5]2[C:4]=1[C:23]([CH2:15][CH2:16][CH2:17][CH2:18][CH2:19][C:20]([OH:22])=[O:21])([CH3:24])[C:26]([CH3:27])=[N:10]2, predict the reactants needed to synthesize it. The reactants are: [F:1][C:2]([F:13])([F:12])[C:3]1[CH:4]=[C:5]([NH:10]N)[CH:6]=[C:7]([F:9])[CH:8]=1.C[CH:15]([C:23](=O)[CH3:24])[CH2:16][CH2:17][CH2:18][CH2:19][C:20]([OH:22])=[O:21].[C:26](O)(=O)[CH3:27]. (2) Given the product [F:15][C:14]([F:16])([F:17])[C:10]1[CH:9]=[C:8]([CH:13]=[CH:12][CH:11]=1)[O:7][CH2:2][CH2:3][C:4]([OH:6])=[O:5], predict the reactants needed to synthesize it. The reactants are: Cl[CH2:2][CH2:3][C:4]([OH:6])=[O:5].[OH:7][C:8]1[CH:9]=[C:10]([C:14]([F:17])([F:16])[F:15])[CH:11]=[CH:12][CH:13]=1.